Dataset: Forward reaction prediction with 1.9M reactions from USPTO patents (1976-2016). Task: Predict the product of the given reaction. (1) Given the reactants [Br:1][C:2]1[CH:3]=[CH:4][C:5]2[S:9][CH:8]=[CH:7][C:6]=2[CH:10]=1.[C:11]1([CH2:17][C:18](Cl)=[O:19])[CH:16]=[CH:15][CH:14]=[CH:13][CH:12]=1.[Cl-].[Al+3].[Cl-].[Cl-].Cl, predict the reaction product. The product is: [Br:1][C:2]1[CH:3]=[CH:4][C:5]2[S:9][CH:8]=[C:7]([C:18](=[O:19])[CH2:17][C:11]3[CH:16]=[CH:15][CH:14]=[CH:13][CH:12]=3)[C:6]=2[CH:10]=1. (2) Given the reactants [NH2:1][C:2]1[N:7]=[C:6]([C:8]2[O:9][CH:10]=[CH:11][CH:12]=2)[C:5]([C:13]#[N:14])=[C:4](S(C)=O)[N:3]=1.[Br:18][C:19]1[CH:26]=[CH:25][CH:24]=[CH:23][C:20]=1[CH2:21][NH2:22], predict the reaction product. The product is: [NH2:1][C:2]1[N:3]=[C:4]([NH:22][CH2:21][C:20]2[CH:23]=[CH:24][CH:25]=[CH:26][C:19]=2[Br:18])[C:5]([C:13]#[N:14])=[C:6]([C:8]2[O:9][CH:10]=[CH:11][CH:12]=2)[N:7]=1. (3) The product is: [F:1][C:2]1[CH:21]=[CH:20][C:5]([CH2:6][CH:7]2[CH2:12][CH2:11][CH2:10][N:9]([C:13]([O:15][C:16]([CH3:17])([CH3:18])[CH3:19])=[O:14])[CH2:8]2)=[CH:4][CH:3]=1. Given the reactants [F:1][C:2]1[CH:21]=[CH:20][C:5]([CH:6]=[C:7]2[CH2:12][CH2:11][CH2:10][N:9]([C:13]([O:15][C:16]([CH3:19])([CH3:18])[CH3:17])=[O:14])[CH2:8]2)=[CH:4][CH:3]=1.[H][H], predict the reaction product. (4) Given the reactants [Cl:1][C:2]1[CH:10]=[C:9]([S:11]([CH3:14])(=[O:13])=[O:12])[CH:8]=[CH:7][C:3]=1[C:4](O)=[O:5].C(OC(OC(C)(C)C)=O)(OC(C)(C)C)=O.C(=O)(O)[O-].[NH4+].[N:35]1C=CC=CC=1, predict the reaction product. The product is: [Cl:1][C:2]1[CH:10]=[C:9]([S:11]([CH3:14])(=[O:13])=[O:12])[CH:8]=[CH:7][C:3]=1[C:4]([NH2:35])=[O:5].